This data is from Experimentally validated miRNA-target interactions with 360,000+ pairs, plus equal number of negative samples. The task is: Binary Classification. Given a miRNA mature sequence and a target amino acid sequence, predict their likelihood of interaction. (1) The miRNA is mmu-miR-7008-3p with sequence UGUGCUUCUUGCCUCUUCUCAG. The protein sequence of the target gene is MSAACWEEPWGLPGGFAKRVLVTGGAGFIASHMIVSLVEDYPNYMIINLDKLDYCASLKNLETISNKQNYKFIQGDICDSHFVKLLFETEKIDIVLHFAAQTHVDLSFVRAFEFTYVNVYGTHVLVSAAHEARVEKFIYVSTDEVYGGSLDKEFDESSPKQPTNPYASSKAAAECFVQSYWEQYKFPVVITRSSNVYGPHQYPEKVIPKFISLLQHNRKCCIHGSGLQTRNFLYATDVVEAFLTVLKKGKPGEIYNIGTNFEMSVVQLAKELIQLIKETNSESEMENWVDYVNDRPTNDM.... Result: 0 (no interaction). (2) The miRNA is hsa-miR-150-3p with sequence CUGGUACAGGCCUGGGGGACAG. The protein sequence of the target gene is MAEMEKEGRPPENKRSRKPAHPVKREINEEMKNFAENTMNELLGWYGYDKVELKDGEDIEFRSYPTDGESRQHISVLKENSLPKPKLPEDSVISPYNISTGYSGLATGNGLSDSPAGSKDHGSVPIIVPLIPPPFIKPPAEDDVSNVQIMCAWCQKVGIKRYSLSMGSEVKSFCSEKCFAACRRAYFKRNKARDEDGHAENFPQQHYAKETPRLAFKNNCELLVCDWCKHIRHTKEYLDFGDGERRLQFCSAKCLNQYKMDIFYKETQANLPAGLCSTLHPPMENKAEGTGVQLLTPDSW.... Result: 0 (no interaction). (3) The miRNA is hsa-miR-555 with sequence AGGGUAAGCUGAACCUCUGAU. Result: 0 (no interaction). The protein sequence of the target gene is MNLEPPKAEFRSATRVAGGPVTPRKGPPKFKQRQTRQFKSKPPKKGVQGFGDDIPGMEGLGTDITVICPWEAFNHLELHELAQYGII. (4) The miRNA is mmu-miR-804 with sequence UGUGAGUUGUUCCUCACCUGGA. The protein sequence of the target gene is MYDPERRWSLSFAGCGFLGFYHVGATLCLSERAPHLLRDARTFFGCSAGALHAVTFVCSLPLGRIMEILMDLVRKARSRNIGTLHPFFNINKCIRDGLQESLPDNVHQVISGKVHISLTRVSDGENVLVSEFHSKDEVVDALVCSCFIPLFSGLIPPSFRGERYVDGGVSDNVPVLDAKTTITVSPFYGEHDICPKVKSTNFFHVNITNLSLRLCTGNLQLLTRALFPSDVKVMGELCYQGYLDAFRFLEENGICNGPQRSLSLSLVAPEACLENGKLVGDKVPVSLCFTDENIWETLSP.... Result: 1 (interaction).